From a dataset of Full USPTO retrosynthesis dataset with 1.9M reactions from patents (1976-2016). Predict the reactants needed to synthesize the given product. (1) The reactants are: [H-].[Na+].[Br:3][C:4]1[CH:5]=[C:6]2[NH:12][CH:11]=[CH:10][C:7]2=[N:8][CH:9]=1.[C:13]1([S:19](Cl)(=[O:21])=[O:20])[CH:18]=[CH:17][CH:16]=[CH:15][CH:14]=1. Given the product [C:13]1([S:19]([N:12]2[C:6]3[C:7](=[N:8][CH:9]=[C:4]([Br:3])[CH:5]=3)[CH:10]=[CH:11]2)(=[O:21])=[O:20])[CH:18]=[CH:17][CH:16]=[CH:15][CH:14]=1, predict the reactants needed to synthesize it. (2) The reactants are: C(O[C:9]1[CH:10]=[CH:11][C:12](OC(C)COC)=[C:13]([C:15]2[NH:19][N:18]=[C:17]([OH:20])[CH:16]=2)[CH:14]=1)C1C=CC=CC=1.[CH:27]1([CH2:33][N:34]2C3C=C(C(O)=O)C=CC=3[N:36]=[CH:35]2)[CH2:32][CH2:31][CH2:30][CH2:29][CH2:28]1. Given the product [CH:27]1([CH2:33][N:34]2[C:9]3[CH:14]=[C:13]([C:15]4[NH:19][N:18]=[C:17]([OH:20])[CH:16]=4)[CH:12]=[CH:11][C:10]=3[N:36]=[CH:35]2)[CH2:32][CH2:31][CH2:30][CH2:29][CH2:28]1, predict the reactants needed to synthesize it. (3) Given the product [Cl:22][C:23]1[CH:24]=[C:25]([NH:26][C:2]2[CH:18]=[C:17]([CH:19]([CH3:21])[CH3:20])[C:5]([C:6]([NH:8][CH2:9][C:10]3[CH:15]=[CH:14][C:13]([F:16])=[CH:12][CH:11]=3)=[O:7])=[CH:4][N:3]=2)[CH:27]=[CH:28][C:29]=1[F:30], predict the reactants needed to synthesize it. The reactants are: Cl[C:2]1[CH:18]=[C:17]([CH:19]([CH3:21])[CH3:20])[C:5]([C:6]([NH:8][CH2:9][C:10]2[CH:15]=[CH:14][C:13]([F:16])=[CH:12][CH:11]=2)=[O:7])=[CH:4][N:3]=1.[Cl:22][C:23]1[CH:24]=[C:25]([CH:27]=[CH:28][C:29]=1[F:30])[NH2:26].CS(O)(=O)=O.